The task is: Predict the reactants needed to synthesize the given product.. This data is from Full USPTO retrosynthesis dataset with 1.9M reactions from patents (1976-2016). (1) Given the product [Cl:10][C:11]1[CH:18]=[C:17]([S:9][C:4]2[CH:5]=[CH:6][CH:7]=[CH:8][C:3]=2[O:2][CH3:1])[CH:16]=[CH:15][C:12]=1[CH:13]=[O:14], predict the reactants needed to synthesize it. The reactants are: [CH3:1][O:2][C:3]1[CH:8]=[CH:7][CH:6]=[CH:5][C:4]=1[SH:9].[Cl:10][C:11]1[CH:18]=[C:17](F)[CH:16]=[CH:15][C:12]=1[CH:13]=[O:14]. (2) Given the product [F:18][C:2]([F:1])([F:17])[C:3]1[CH:4]=[CH:5][C:6]([O:9][C:10]2[CH:11]=[CH:12][C:13]([O:16][C:28]([N:23]3[CH2:24][CH:25]([CH3:27])[O:26][CH:21]([CH3:20])[CH2:22]3)=[O:29])=[CH:14][CH:15]=2)=[N:7][CH:8]=1, predict the reactants needed to synthesize it. The reactants are: [F:1][C:2]([F:18])([F:17])[C:3]1[CH:4]=[CH:5][C:6]([O:9][C:10]2[CH:15]=[CH:14][C:13]([OH:16])=[CH:12][CH:11]=2)=[N:7][CH:8]=1.[I-].[CH3:20][CH:21]1[O:26][CH:25]([CH3:27])[CH2:24][N:23]([C:28](N2C=C[N+](C)=C2)=[O:29])[CH2:22]1. (3) Given the product [ClH:18].[CH3:17][S:16][CH:4]1[CH:3]([C:1]#[N:2])[CH2:8][CH2:7][NH:6][CH2:5]1, predict the reactants needed to synthesize it. The reactants are: [C:1]([CH:3]1[CH2:8][CH2:7][N:6](C(OC(C)(C)C)=O)[CH2:5][CH:4]1[S:16][CH3:17])#[N:2].[ClH:18]. (4) Given the product [C:34]([O:33][C:31]([N:28]1[CH2:29][CH2:30][CH:25]([NH:24][C:18]([C:17]2[C:13]([C:11]3[NH:10][C:9]4[CH:22]=[CH:23][C:6]([C:4]([O:3][CH2:1][CH3:2])=[O:5])=[CH:7][C:8]=4[N:12]=3)=[N:14][NH:15][C:16]=2[CH3:21])=[O:20])[CH2:26][CH2:27]1)=[O:32])([CH3:37])([CH3:35])[CH3:36], predict the reactants needed to synthesize it. The reactants are: [CH2:1]([O:3][C:4]([C:6]1[CH:23]=[CH:22][C:9]2[NH:10][C:11]([C:13]3[C:17]([C:18]([OH:20])=O)=[C:16]([CH3:21])[NH:15][N:14]=3)=[N:12][C:8]=2[CH:7]=1)=[O:5])[CH3:2].[NH2:24][CH:25]1[CH2:30][CH2:29][N:28]([C:31]([O:33][C:34]([CH3:37])([CH3:36])[CH3:35])=[O:32])[CH2:27][CH2:26]1.CCN=C=NCCCN(C)C.Cl.C1C=CC2N(O)N=NC=2C=1.CCN(C(C)C)C(C)C. (5) Given the product [Br:12][C:13]1[CH:14]=[C:15]([CH:16]([OH:17])[CH2:2][C:1]#[N:3])[CH:18]=[CH:19][CH:20]=1, predict the reactants needed to synthesize it. The reactants are: [C:1](#[N:3])[CH3:2].C([N-]C(C)C)(C)C.[Li+].[Br:12][C:13]1[CH:14]=[C:15]([CH:18]=[CH:19][CH:20]=1)[CH:16]=[O:17]. (6) Given the product [Br:20][C:17]1[CH:18]=[CH:19][C:12]2[O:11][CH2:10][CH2:9][C:8]3[N:14]([N:15]=[C:6]([C:4]([NH2:21])=[O:3])[CH:7]=3)[C:13]=2[CH:16]=1, predict the reactants needed to synthesize it. The reactants are: C([O:3][C:4]([C:6]1[CH:7]=[C:8]2[N:14]([N:15]=1)[C:13]1[CH:16]=[C:17]([Br:20])[CH:18]=[CH:19][C:12]=1[O:11][CH2:10][CH2:9]2)=O)C.[NH3:21].CO.